From a dataset of Reaction yield outcomes from USPTO patents with 853,638 reactions. Predict the reaction yield, written as a fraction of the theoretical maximum amount of product (1.0 means a 100% yield; for example, 0.34 means a 34% yield). (1) The reactants are Br[C:2]1[C:3]([CH3:20])=[C:4]([CH:17]=[CH:18][CH:19]=1)[C:5]([NH:7][CH2:8][CH2:9][CH2:10][CH2:11][CH2:12][C:13]([O:15][CH3:16])=[O:14])=[O:6].C(=O)([O-])[O-].[Na+].[Na+].[CH3:27][O:28][C:29]1[CH:34]=[C:33]([O:35][CH3:36])[CH:32]=[CH:31][C:30]=1B(O)O. The catalyst is O1CCOCC1.O. The product is [CH3:20][C:3]1[C:2]([C:32]2[CH:31]=[CH:30][C:29]([O:28][CH3:27])=[CH:34][C:33]=2[O:35][CH3:36])=[CH:19][CH:18]=[CH:17][C:4]=1[C:5]([NH:7][CH2:8][CH2:9][CH2:10][CH2:11][CH2:12][C:13]([O:15][CH3:16])=[O:14])=[O:6]. The yield is 0.800. (2) The reactants are [NH2:1][C:2]1[CH:7]=[CH:6][C:5]([S:8][C:9]#N)=[CH:4][C:3]=1[F:11].[CH2:12](I)C. The catalyst is C(O)C.O. The product is [F:11][C:3]1[CH:4]=[C:5]([S:8][CH2:9][CH3:12])[CH:6]=[CH:7][C:2]=1[NH2:1]. The yield is 0.920. (3) The reactants are Br[CH2:2][C:3]([C:5]1[S:9][CH:8]2[CH:10]=[CH:11][S:12][CH:7]2[CH:6]=1)=[O:4].[C:13]([N:20]1[CH2:27][CH2:26][CH2:25][C@H:21]1[C:22]([OH:24])=[O:23])([O:15][C:16]([CH3:19])([CH3:18])[CH3:17])=[O:14].CC#N. The catalyst is C(N(CC)CC)C. The product is [S:9]1[C:5]([C:3](=[O:4])[CH2:2][O:24][C:22]([CH:21]2[CH2:25][CH2:26][CH2:27][N:20]2[C:13]([O:15][C:16]([CH3:19])([CH3:18])[CH3:17])=[O:14])=[O:23])=[CH:6][CH:7]2[S:12][CH:11]=[CH:10][CH:8]12. The yield is 0.610. (4) The reactants are C([Si](CC)(C(C)C)[O:4][CH:5]1[CH2:17][CH2:16][CH:15]([CH3:18])[CH:14]([O:19][C:20]([N:22]2[CH2:27][CH2:26][N:25]([CH:28]3[CH2:33][CH2:32][N:31]([CH3:34])[CH2:30][CH2:29]3)[CH2:24][CH2:23]2)=[O:21])[CH:13]=[CH:12][CH:11]([CH3:35])[CH:10](/[C:36](/[CH3:61])=[CH:37]/[CH:38]=[CH:39]/[C:40]([OH:60])([CH3:59])[CH2:41][CH:42]2[O:58][CH:43]2[CH:44]([CH3:57])[CH:45]([O:48][Si](CC)(CC)C(C)C)[CH2:46][CH3:47])[O:9][C:7](=[O:8])[CH2:6]1)C.[F-].C([N+](CCCC)(CCCC)CCCC)CCC. The catalyst is O1CCCC1.C(OCC)(=O)C. The product is [OH:4][CH:5]1[CH2:17][CH2:16][CH:15]([CH3:18])[CH:14]([O:19][C:20]([N:22]2[CH2:27][CH2:26][N:25]([CH:28]3[CH2:29][CH2:30][N:31]([CH3:34])[CH2:32][CH2:33]3)[CH2:24][CH2:23]2)=[O:21])[CH:13]=[CH:12][CH:11]([CH3:35])[CH:10](/[C:36](/[CH3:61])=[CH:37]/[CH:38]=[CH:39]/[C:40]([OH:60])([CH3:59])[CH2:41][CH:42]2[O:58][CH:43]2[CH:44]([CH3:57])[CH:45]([OH:48])[CH2:46][CH3:47])[O:9][C:7](=[O:8])[CH2:6]1. The yield is 0.560. (5) The reactants are [C:1]([O:5][C:6]([N:8]1[CH2:12][CH2:11][CH2:10][C@H:9]1[CH2:13][OH:14])=[O:7])([CH3:4])([CH3:3])[CH3:2].C(N(CC)CC)C.[CH3:22][S:23](Cl)(=[O:25])=[O:24]. The catalyst is ClCCl. The product is [C:1]([O:5][C:6]([N:8]1[CH2:12][CH2:11][CH2:10][C@H:9]1[CH2:13][O:14][S:23]([CH3:22])(=[O:25])=[O:24])=[O:7])([CH3:4])([CH3:3])[CH3:2]. The yield is 0.956. (6) The reactants are [N:1]([CH2:4][CH:5]([OH:8])[CH2:6][F:7])=[N+:2]=[N-:3].[C:9]([N:12]1[CH:16]=[CH:15][N:14]=[C:13]1[N+:17]([O-:19])=[O:18])#[C:10][CH3:11].C1COCC1.O=C1O[C@H]([C@H](CO)O)C([O-])=C1O.[Na+]. The catalyst is [O-]S([O-])(=O)=O.[Cu+2].O.CC(O)(C)C. The product is [F:7][CH2:6][CH:5]([OH:8])[CH2:4][N:1]1[CH:11]=[C:10]([CH2:9][N:12]2[CH:16]=[CH:15][N:14]=[C:13]2[N+:17]([O-:19])=[O:18])[N:3]=[N:2]1. The yield is 0.0400.